The task is: Predict which catalyst facilitates the given reaction.. This data is from Catalyst prediction with 721,799 reactions and 888 catalyst types from USPTO. (1) Reactant: [Cl:1][C:2]1[CH:3]=[C:4]([C:9]2([C:22]([F:25])([F:24])[F:23])[O:13][N:12]=[C:11]([C:14]3[CH:15]=[CH:16][C:17]([CH3:21])=[C:18]([CH:20]=3)[NH2:19])[CH2:10]2)[CH:5]=[C:6]([Cl:8])[CH:7]=1.[Cl:26][C:27]1[N:35]=[CH:34][CH:33]=[CH:32][C:28]=1[C:29](O)=[O:30].Cl.C(N(CC)CCCN=C=NCC)C.C(=O)([O-])O.[Na+]. Product: [Cl:1][C:2]1[CH:3]=[C:4]([C:9]2([C:22]([F:23])([F:25])[F:24])[O:13][N:12]=[C:11]([C:14]3[CH:15]=[CH:16][C:17]([CH3:21])=[C:18]([NH:19][C:29](=[O:30])[C:28]4[CH:32]=[CH:33][CH:34]=[N:35][C:27]=4[Cl:26])[CH:20]=3)[CH2:10]2)[CH:5]=[C:6]([Cl:8])[CH:7]=1. The catalyst class is: 9. (2) Reactant: [NH2:1][C:2]1[CH:7]=[CH:6][C:5]([CH2:8][CH2:9][C:10]([C:12]2[CH:17]=[CH:16][C:15](F)=[CH:14][CH:13]=2)=[O:11])=[CH:4][CH:3]=1.[CH2:19]([O:21][C:22]([N:24]1[CH2:29][CH2:28][NH:27][CH2:26][CH2:25]1)=[O:23])[CH3:20].C(NC(C)C)(C)C. Product: [CH2:19]([O:21][C:22]([N:24]1[CH2:25][CH2:26][N:27]([C:15]2[CH:16]=[CH:17][C:12]([C:10](=[O:11])[CH2:9][CH2:8][C:5]3[CH:6]=[CH:7][C:2]([NH2:1])=[CH:3][CH:4]=3)=[CH:13][CH:14]=2)[CH2:28][CH2:29]1)=[O:23])[CH3:20]. The catalyst class is: 148. (3) Reactant: [CH3:1][C:2]1[N:6]2[C:7]3[CH:13]=[C:12]([CH3:14])[NH:11][C:8]=3[CH:9]=[CH:10][C:5]2=[N:4][N:3]=1.C([O-])([O-])=O.[K+].[K+].[CH2:21](Br)[C:22]1[CH:27]=[CH:26][CH:25]=[CH:24][CH:23]=1. Product: [CH2:21]([N:11]1[C:8]2[CH:9]=[CH:10][C:5]3[N:6]([C:2]([CH3:1])=[N:3][N:4]=3)[C:7]=2[CH:13]=[C:12]1[CH3:14])[C:22]1[CH:27]=[CH:26][CH:25]=[CH:24][CH:23]=1. The catalyst class is: 726. (4) Reactant: [C:1]([C:4]1[S:5][CH:6]=[C:7]2[C:12]=1[C:11](=[O:13])[N:10]([C:14]1[CH:19]=[C:18]([O:20][CH2:21][C:22]3[C:27]([O:28][CH2:29][CH2:30][OH:31])=[CH:26][CH:25]=[C:24]([F:32])[C:23]=3[F:33])[CH:17]=[CH:16][C:15]=1[F:34])[C:9](=[O:35])[NH:8]2)([OH:3])=[O:2].O1CC[CH2:38][CH2:37]1.O.C1(C)C=CC(S(O)(=O)=O)=CC=1. Product: [CH2:37]([O:2][C:1]([C:4]1[S:5][CH:6]=[C:7]2[C:12]=1[C:11](=[O:13])[N:10]([C:14]1[CH:19]=[C:18]([O:20][CH2:21][C:22]3[C:27]([O:28][CH2:29][CH2:30][OH:31])=[CH:26][CH:25]=[C:24]([F:32])[C:23]=3[F:33])[CH:17]=[CH:16][C:15]=1[F:34])[C:9](=[O:35])[NH:8]2)=[O:3])[CH3:38]. The catalyst class is: 8. (5) Reactant: [N:1]1[CH:6]=[CH:5][CH:4]=[CH:3][C:2]=1[C:7]([NH2:9])=[O:8].C([N-]C(C)C)(C)C.[Li+].Cl[C:19]([O:21][C:22]1[CH:27]=[CH:26][CH:25]=[CH:24][CH:23]=1)=[O:20]. Product: [N:1]1[CH:6]=[CH:5][CH:4]=[CH:3][C:2]=1[C:7]([NH:9][C:19](=[O:20])[O:21][C:22]1[CH:27]=[CH:26][CH:25]=[CH:24][CH:23]=1)=[O:8]. The catalyst class is: 1. (6) Reactant: Br[Mg][C:3]1[CH:8]=[CH:7][C:6]([C:9]([F:12])([F:11])[F:10])=[CH:5][CH:4]=1.[C:13]1([C:18]2[C:27]([CH:28]=[O:29])=[C:26]([CH:30]([CH3:32])[CH3:31])[CH:25]=[C:24]3[C:19]=2[C:20](=[O:35])[CH2:21][C:22]([CH3:34])([CH3:33])[O:23]3)[CH2:17][CH2:16][CH2:15][CH:14]=1.C(=O)(O)[O-].[Na+]. Product: [C:13]1([C:18]2[C:27]([CH:28]([OH:29])[C:3]3[CH:8]=[CH:7][C:6]([C:9]([F:12])([F:11])[F:10])=[CH:5][CH:4]=3)=[C:26]([CH:30]([CH3:31])[CH3:32])[CH:25]=[C:24]3[C:19]=2[C:20](=[O:35])[CH2:21][C:22]([CH3:33])([CH3:34])[O:23]3)[CH2:17][CH2:16][CH2:15][CH:14]=1. The catalyst class is: 7.